From a dataset of Reaction yield outcomes from USPTO patents with 853,638 reactions. Predict the reaction yield, written as a fraction of the theoretical maximum amount of product (1.0 means a 100% yield; for example, 0.34 means a 34% yield). The catalyst is C([O-])(=O)C.[Pd+2].C([O-])(=O)C. The reactants are [Cl:1][C:2]1[CH:7]=[CH:6][C:5]([C:8]2([OH:40])[CH2:13][CH2:12][N:11]([CH2:14][CH2:15][CH:16]=[C:17]3[C:27]4[C:22](=[N:23][CH:24]=[CH:25][CH:26]=4)[O:21][C:20]4[CH:28]=[CH:29][CH:30]=[C:31](OS(C(F)(F)F)(=O)=O)[C:19]=4[CH2:18]3)[CH2:10][CH2:9]2)=[CH:4][CH:3]=1.C1(P(C2C=CC=CC=2)CCCP(C2C=CC=CC=2)C2C=CC=CC=2)C=CC=CC=1.C(N(CC)CC)C.[CH2:77]([OH:79])[CH3:78].CN([CH:83]=[O:84])C. The product is [Cl:1][C:2]1[CH:7]=[CH:6][C:5]([C:8]2([OH:40])[CH2:13][CH2:12][N:11]([CH2:14][CH2:15][CH:16]=[C:17]3[C:27]4[C:22](=[N:23][CH:24]=[CH:25][CH:26]=4)[O:21][C:20]4[CH:28]=[CH:29][CH:30]=[C:31]([C:83]([O:79][CH2:77][CH3:78])=[O:84])[C:19]=4[CH2:18]3)[CH2:10][CH2:9]2)=[CH:4][CH:3]=1. The yield is 0.730.